This data is from Forward reaction prediction with 1.9M reactions from USPTO patents (1976-2016). The task is: Predict the product of the given reaction. (1) Given the reactants C=O.BrC1[CH:5]=[CH:6][C:7](OC)=[C:8]([C:10]2(CN)[CH2:19][CH2:18][C:13]3(OCC[O:14]3)[CH2:12][CH2:11]2)C=1, predict the reaction product. The product is: [CH3:19][CH2:18][C:13](=[O:14])[CH2:12][CH2:11][CH2:10][CH2:8][CH2:7][CH2:6][CH3:5]. (2) The product is: [N:56]([CH2:8][C:6]1[O:7][C:3]([CH:2]([F:10])[F:1])=[CH:4][CH:5]=1)=[N+:57]=[N-:58]. Given the reactants [F:1][CH:2]([F:10])[C:3]1[O:7][C:6]([CH2:8]O)=[CH:5][CH:4]=1.C1(P(C2C=CC=CC=2)C2C=CC=CC=2)C=CC=CC=1.CCOC(/N=N/C(OCC)=O)=O.C1(P([N:56]=[N+:57]=[N-:58])(C2C=CC=CC=2)=O)C=CC=CC=1, predict the reaction product.